From a dataset of Forward reaction prediction with 1.9M reactions from USPTO patents (1976-2016). Predict the product of the given reaction. Given the reactants [CH2:1]1[O:9][C@@H:2]1[C:3]1[CH:8]=[CH:7][CH:6]=[CH:5][CH:4]=1.[Cl:10][C:11]1[CH:20]=[C:19]([SH:21])[CH:18]=[CH:17][C:12]=1[C:13]([O:15][CH3:16])=[O:14], predict the reaction product. The product is: [Cl:10][C:11]1[CH:20]=[C:19]([S:21][CH2:1][C@H:2]([OH:9])[C:3]2[CH:8]=[CH:7][CH:6]=[CH:5][CH:4]=2)[CH:18]=[CH:17][C:12]=1[C:13]([O:15][CH3:16])=[O:14].